The task is: Predict the product of the given reaction.. This data is from Forward reaction prediction with 1.9M reactions from USPTO patents (1976-2016). (1) Given the reactants [CH2:1]([N:3]([CH:16]1[CH2:21][CH2:20][CH2:19][C:18](O)([C:22]2[N:26]([CH2:27][CH:28]([CH3:30])[CH3:29])[CH:25]=[N:24][CH:23]=2)[CH2:17]1)[C:4]1[CH:11]=[CH:10][C:7]([C:8]#[N:9])=[C:6]([C:12]([F:15])([F:14])[F:13])[CH:5]=1)[CH3:2].S(=O)(=O)(O)O, predict the reaction product. The product is: [CH2:1]([N:3]([CH:16]1[CH2:21][CH2:20][CH:19]=[C:18]([C:22]2[N:26]([CH2:27][CH:28]([CH3:29])[CH3:30])[CH:25]=[N:24][CH:23]=2)[CH2:17]1)[C:4]1[CH:11]=[CH:10][C:7]([C:8]#[N:9])=[C:6]([C:12]([F:14])([F:15])[F:13])[CH:5]=1)[CH3:2]. (2) Given the reactants C(OC([C:11]1[C:19]2[C:14](=[CH:15][CH:16]=[C:17](CCOS(C)(=O)=O)[CH:18]=2)[NH:13][C:12]=1C)=O)C1C=CC=CC=1.[NH:28]1CCC[C@@H]1CO, predict the reaction product. The product is: [NH:13]1[C:14]2[C:19](=[CH:18][CH:17]=[CH:16][CH:15]=2)[CH:11]=[C:12]1[NH2:28]. (3) Given the reactants C([Si](C=C)(C)O[Si](C)(C)C)=C.C([Si](C=C)(OCC)O[Si](OCC)(OCC)OCC)=C.C[SiH](C)O[Si](O[SiH](C)C)(O[SiH](C)C)O[SiH](C)C.C([C:50]1[C:51]2[C:56]([CH:57]=[C:58]3[C:63]=1[CH:62]=[CH:61][CH:60]=[CH:59]3)=[CH:55][CH:54]=[CH:53][CH:52]=2)=C, predict the reaction product. The product is: [CH:52]1[C:51]2[C:56](=[CH:57][C:58]3[C:63]([CH:50]=2)=[CH:62][CH:61]=[CH:60][CH:59]=3)[CH:55]=[CH:54][CH:53]=1. (4) Given the reactants [CH2:1]([NH2:8])[C:2]1[CH:7]=[CH:6][CH:5]=[CH:4][CH:3]=1.[S:9]1[CH:13]=[CH:12][CH:11]=[C:10]1[C:14](Cl)=[O:15], predict the reaction product. The product is: [CH2:1]([NH:8][C:14]([C:10]1[S:9][CH:13]=[CH:12][CH:11]=1)=[O:15])[C:2]1[CH:7]=[CH:6][CH:5]=[CH:4][CH:3]=1. (5) Given the reactants C[O:2][C:3]1[CH:21]=[N:20][C:6]2[N:7]=[C:8]([N:14]3[CH2:17][CH:16]([NH:18][CH3:19])[CH2:15]3)[C:9]3[N:10]([CH:11]=[N:12][N:13]=3)[C:5]=2[CH:4]=1.BrB(Br)Br.CO, predict the reaction product. The product is: [CH3:19][NH:18][CH:16]1[CH2:15][N:14]([C:8]2[C:9]3[N:10]([CH:11]=[N:12][N:13]=3)[C:5]3[CH:4]=[C:3]([OH:2])[CH:21]=[N:20][C:6]=3[N:7]=2)[CH2:17]1. (6) Given the reactants Br[C:2]1[CH:7]=[CH:6][CH:5]=[CH:4][N:3]=1.CC1(C)C(C)(C)OB([C:16]2[CH:17]=[CH:18][C:19]([C:22]([O:24]C)=[O:23])=[N:20][CH:21]=2)O1.C(=O)([O-])[O-].[Na+].[Na+].COCCOC, predict the reaction product. The product is: [N:3]1[CH:4]=[CH:5][CH:6]=[CH:7][C:2]=1[C:16]1[CH:21]=[N:20][C:19]([C:22]([OH:24])=[O:23])=[CH:18][CH:17]=1. (7) Given the reactants C(OC(=O)N(CC1C=CC2N(CC3CCCN3C(=O)C(C#N)=CC(N)(C)C)C([NH:25][C:26](=[O:34])[C:27]3[CH:32]=[CH:31][C:30](Cl)=[CH:29][CH:28]=3)=NC=2C=1)[C@H](C(C)(C)C)C)C1C=CC=CC=1.Br, predict the reaction product. The product is: [C:26]([NH2:25])(=[O:34])[C:27]1[CH:32]=[CH:31][CH:30]=[CH:29][CH:28]=1.